This data is from Reaction yield outcomes from USPTO patents with 853,638 reactions. The task is: Predict the reaction yield, written as a fraction of the theoretical maximum amount of product (1.0 means a 100% yield; for example, 0.34 means a 34% yield). (1) The reactants are [CH3:1][C:2]1[S:3][C:4]([C:10]2[CH:15]=[CH:14][CH:13]=[CH:12][CH:11]=2)=[C:5]([C:7]([OH:9])=O)[N:6]=1.C(Cl)(=O)C(Cl)=O.CN(C=O)C.[Cl:27][C:28]1[N:32]2[CH:33]=[CH:34][C:35]([C:37]([F:40])([F:39])[F:38])=[CH:36][C:31]2=[N:30][C:29]=1[CH2:41][C@@H:42]1[CH2:47][CH2:46][CH2:45][CH2:44][NH:43]1. The catalyst is C(Cl)Cl. The product is [Cl:27][C:28]1[N:32]2[CH:33]=[CH:34][C:35]([C:37]([F:40])([F:39])[F:38])=[CH:36][C:31]2=[N:30][C:29]=1[CH2:41][C@@H:42]1[CH2:47][CH2:46][CH2:45][CH2:44][N:43]1[C:7]([C:5]1[N:6]=[C:2]([CH3:1])[S:3][C:4]=1[C:10]1[CH:15]=[CH:14][CH:13]=[CH:12][CH:11]=1)=[O:9]. The yield is 0.360. (2) The reactants are [CH:1]1([CH2:4][NH:5][N:6]2[C:15]3[C:10](=[CH:11][CH:12]=[CH:13][CH:14]=3)[C:9]([OH:16])=[C:8]([C:17]3[NH:22][C:21]4[CH:23]=[CH:24][C:25]([O:27][CH2:28][C:29]([O:31]C(C)(C)C)=[O:30])=[CH:26][C:20]=4[S:19](=[O:37])(=[O:36])[N:18]=3)[C:7]2=[O:38])[CH2:3][CH2:2]1. The catalyst is FC(F)(F)C(O)=O.ClCCl. The product is [CH:1]1([CH2:4][NH:5][N:6]2[C:15]3[C:10](=[CH:11][CH:12]=[CH:13][CH:14]=3)[C:9]([OH:16])=[C:8]([C:17]3[NH:22][C:21]4[CH:23]=[CH:24][C:25]([O:27][CH2:28][C:29]([OH:31])=[O:30])=[CH:26][C:20]=4[S:19](=[O:37])(=[O:36])[N:18]=3)[C:7]2=[O:38])[CH2:3][CH2:2]1. The yield is 0.650. (3) The reactants are [F:1][C:2]1[CH:7]=[CH:6][C:5]([CH3:8])=[CH:4][C:3]=1[NH:9][C:10]1[N:15]2[N:16]=[CH:17][C:18]([C:19]([OH:21])=O)=[C:14]2[N:13]=[CH:12][C:11]=1[C:22]([N:24]1[CH2:29][CH2:28][CH:27]([C:30]2[CH:39]=[CH:38][C:37]3[C:32](=[CH:33][CH:34]=[CH:35][CH:36]=3)[CH:31]=2)[CH2:26][CH2:25]1)=[O:23].[CH2:40]([S:42]([NH2:45])(=[O:44])=[O:43])[CH3:41]. No catalyst specified. The product is [F:1][C:2]1[CH:7]=[CH:6][C:5]([CH3:8])=[CH:4][C:3]=1[NH:9][C:10]1[N:15]2[N:16]=[CH:17][C:18]([C:19]([NH:45][S:42]([CH2:40][CH3:41])(=[O:44])=[O:43])=[O:21])=[C:14]2[N:13]=[CH:12][C:11]=1[C:22]([N:24]1[CH2:29][CH2:28][CH:27]([C:30]2[CH:39]=[CH:38][C:37]3[C:32](=[CH:33][CH:34]=[CH:35][CH:36]=3)[CH:31]=2)[CH2:26][CH2:25]1)=[O:23]. The yield is 0.600.